This data is from Forward reaction prediction with 1.9M reactions from USPTO patents (1976-2016). The task is: Predict the product of the given reaction. (1) Given the reactants [CH2:1]([O:3][C:4]([C:6]1[C:7]([C:17]2[CH:22]=[CH:21][C:20]([N+:23]([O-])=O)=[CH:19][CH:18]=2)=[C:8]2[N:13]([C:14]=1[Br:15])[N:12]=[CH:11][N:10]=[C:9]2[NH2:16])=[O:5])[CH3:2].O.O.[Sn](Cl)Cl, predict the reaction product. The product is: [NH2:16][C:9]1[C:8]2=[C:7]([C:17]3[CH:18]=[CH:19][C:20]([NH2:23])=[CH:21][CH:22]=3)[C:6]([C:4]([O:3][CH2:1][CH3:2])=[O:5])=[C:14]([Br:15])[N:13]2[N:12]=[CH:11][N:10]=1. (2) Given the reactants [C:1]([C:3]1([C:14]2[CH:19]=[CH:18][CH:17]=[CH:16][C:15]=2[CH3:20])[CH2:8][CH2:7][N:6]([C:9]([O:11][CH2:12][CH3:13])=[O:10])[CH2:5][CH2:4]1)#[N:2].Cl, predict the reaction product. The product is: [NH2:2][CH2:1][C:3]1([C:14]2[CH:19]=[CH:18][CH:17]=[CH:16][C:15]=2[CH3:20])[CH2:8][CH2:7][N:6]([C:9]([O:11][CH2:12][CH3:13])=[O:10])[CH2:5][CH2:4]1. (3) Given the reactants C[O:2][C:3](=O)[C:4]1[CH:9]=[C:8]([OH:10])[CH:7]=[C:6](OCOC)[CH:5]=1.Br[C:17]1[CH:18]=[CH:19][C:20]([S:23]([CH3:26])(=[O:25])=[O:24])=[N:21][CH:22]=1.[NH2:27][C:28]1[CH:32]=[CH:31][N:30]([CH3:33])[N:29]=1.[OH:34][CH:35]([CH3:37])[CH3:36], predict the reaction product. The product is: [CH:35]([O:34][C:6]1[CH:7]=[C:8]([O:10][C:17]2[CH:22]=[N:21][C:20]([S:23]([CH3:26])(=[O:25])=[O:24])=[CH:19][CH:18]=2)[CH:9]=[C:4]([CH:5]=1)[C:3]([NH:27][C:28]1[CH:32]=[CH:31][N:30]([CH3:33])[N:29]=1)=[O:2])([CH3:37])[CH3:36]. (4) Given the reactants [NH:1]1[CH2:5][CH2:4][C@@H:3]([N:6]2[CH:10]=[C:9]([O:11][C:12]3[N:13]=[C:14]([OH:22])[C:15]4[CH:21]=[CH:20][N:19]=[CH:18][C:16]=4[N:17]=3)[CH:8]=[N:7]2)[CH2:2]1.[CH:23]1([C:26](Cl)=[O:27])[CH2:25][CH2:24]1, predict the reaction product. The product is: [CH:23]1([C:26]([N:1]2[CH2:5][CH2:4][C@@H:3]([N:6]3[CH:10]=[C:9]([O:11][C:12]4[N:13]=[C:14]([OH:22])[C:15]5[CH:21]=[CH:20][N:19]=[CH:18][C:16]=5[N:17]=4)[CH:8]=[N:7]3)[CH2:2]2)=[O:27])[CH2:25][CH2:24]1. (5) Given the reactants [NH2:1][CH2:2][C:3]([N:5]1[CH2:10][C@H:9]([CH3:11])[N:8]([CH2:12][C:13]2[CH:18]=[CH:17][C:16]([F:19])=[CH:15][CH:14]=2)[CH2:7][C@H:6]1[CH3:20])=[O:4].[CH3:21][O:22][C:23](=[O:32])[C:24]1[CH:29]=[C:28]([Cl:30])[CH:27]=[N:26][C:25]=1Cl.C(N(CC)CC)C, predict the reaction product. The product is: [CH3:21][O:22][C:23](=[O:32])[C:24]1[CH:29]=[C:28]([Cl:30])[CH:27]=[N:26][C:25]=1[NH:1][CH2:2][C:3]([N:5]1[CH2:10][C@H:9]([CH3:11])[N:8]([CH2:12][C:13]2[CH:14]=[CH:15][C:16]([F:19])=[CH:17][CH:18]=2)[CH2:7][C@H:6]1[CH3:20])=[O:4].